From a dataset of Catalyst prediction with 721,799 reactions and 888 catalyst types from USPTO. Predict which catalyst facilitates the given reaction. (1) The catalyst class is: 3. Product: [O:14]1[CH:18]=[CH:17][CH:16]=[C:15]1[C:2]1[CH:3]=[C:4]2[C:9](=[CH:10][CH:11]=1)[NH:8][C:7](=[O:12])[NH:6][C:5]2=[O:13]. Reactant: Br[C:2]1[CH:3]=[C:4]2[C:9](=[CH:10][CH:11]=1)[NH:8][C:7](=[O:12])[NH:6][C:5]2=[O:13].[O:14]1[CH:18]=[CH:17][CH:16]=[C:15]1B(O)O.P([O-])([O-])([O-])=O.[K+].[K+].[K+].O. (2) Reactant: [CH:1]1([N:7]2[C:15]3[CH:14]=[CH:13][N:12]=[C:11]([O:16]C)[C:10]=3[C:9]([C:18]3[CH:23]=[CH:22][C:21]([S:24]([NH2:27])(=[O:26])=[O:25])=[CH:20][CH:19]=3)=[N:8]2)[CH2:6][CH2:5][CH2:4][CH2:3][CH2:2]1.[I-].[Na+].Cl[Si](C)(C)C.O. Product: [CH:1]1([N:7]2[C:15]3[CH:14]=[CH:13][NH:12][C:11](=[O:16])[C:10]=3[C:9]([C:18]3[CH:19]=[CH:20][C:21]([S:24]([NH2:27])(=[O:25])=[O:26])=[CH:22][CH:23]=3)=[N:8]2)[CH2:2][CH2:3][CH2:4][CH2:5][CH2:6]1. The catalyst class is: 10. (3) The catalyst class is: 692. Reactant: [F:1][C:2]1([F:12])[CH2:8][O:7][C@:6]([CH2:10][OH:11])([CH3:9])[CH2:5][CH2:4][CH2:3]1.CC(C)=[O:15].OS(O)(=O)=O.O=[Cr](=O)=O. Product: [F:12][C:2]1([F:1])[CH2:8][O:7][C@@:6]([CH3:9])([C:10]([OH:15])=[O:11])[CH2:5][CH2:4][CH2:3]1. (4) Reactant: C(=O)([O-])[O-].[K+].[K+].[CH2:7]([O:14][C:15]([N:17]1[CH2:22][CH2:21][NH:20][C@@H:19]([CH3:23])[CH2:18]1)=[O:16])[C:8]1[CH:13]=[CH:12][CH:11]=[CH:10][CH:9]=1.[CH:24](I)([CH3:26])[CH3:25]. Product: [CH3:25][CH:24]([N:20]1[CH2:21][CH2:22][N:17]([C:15]([O:14][CH2:7][C:8]2[CH:9]=[CH:10][CH:11]=[CH:12][CH:13]=2)=[O:16])[CH2:18][C@@H:19]1[CH3:23])[CH3:26]. The catalyst class is: 23. (5) Reactant: [CH3:1][O:2][C:3]([C:5]1[CH:10]=[CH:9][C:8]([C:11]2[C:12]([CH3:56])([CH3:55])[C@H:13]3[C@:26]([CH3:29])([CH2:27][CH:28]=2)[C@@H:25]2[C@:16]([CH3:54])([C@@:17]4([CH3:53])[C@H:22]([CH2:23][CH2:24]2)[C@H:21]2[C@H:30]([C:33]([CH3:35])=[CH2:34])[CH2:31][CH2:32][C@:20]2([NH:36][CH2:37][CH2:38][N:39]2[CH2:44][C@@H:43]5[CH2:45][C@H:40]2[CH2:41][N:42]5C(OC(C)(C)C)=O)[CH2:19][CH2:18]4)[CH2:15][CH2:14]3)=[CH:7][CH:6]=1)=[O:4].[C:57]([OH:63])([C:59]([F:62])([F:61])[F:60])=[O:58]. Product: [C@H:40]12[CH2:45][C@H:43]([NH:42][CH2:41]1)[CH2:44][N:39]2[CH2:38][CH2:37][NH:36][C@:20]12[CH2:32][CH2:31][C@@H:30]([C:33]([CH3:35])=[CH2:34])[C@@H:21]1[C@@H:22]1[C@@:17]([CH3:53])([CH2:18][CH2:19]2)[C@@:16]2([CH3:54])[C@@H:25]([C@:26]3([CH3:29])[C@@H:13]([CH2:14][CH2:15]2)[C:12]([CH3:55])([CH3:56])[C:11]([C:8]2[CH:9]=[CH:10][C:5]([C:3]([O:2][CH3:1])=[O:4])=[CH:6][CH:7]=2)=[CH:28][CH2:27]3)[CH2:24][CH2:23]1.[C:57]([OH:63])([C:59]([F:62])([F:61])[F:60])=[O:58]. The catalyst class is: 2. (6) Reactant: [CH2:1]([O:3][C:4]([C:6]1[NH:7][C:8]2[C:13]([C:14](=[O:18])[C:15]=1[O:16][CH3:17])=[CH:12][CH:11]=[CH:10][CH:9]=2)=[O:5])[CH3:2].[C:19](=O)([O-])[O-].[K+].[K+].IC. Product: [CH2:1]([O:3][C:4]([C:6]1[C:15]([O:16][CH3:17])=[C:14]([O:18][CH3:19])[C:13]2[C:8](=[CH:9][CH:10]=[CH:11][CH:12]=2)[N:7]=1)=[O:5])[CH3:2].[CH2:1]([O:3][C:4]([C:6]1[N:7]([CH3:19])[C:8]2[C:13]([C:14](=[O:18])[C:15]=1[O:16][CH3:17])=[CH:12][CH:11]=[CH:10][CH:9]=2)=[O:5])[CH3:2]. The catalyst class is: 9. (7) Reactant: Cl[C:2]1[N:3]2[N:14]=[CH:13][C:12]([C:15]#[N:16])=[C:4]2[N:5]=[C:6]2[C:11]=1[CH2:10][CH2:9][CH2:8][CH2:7]2.CCN(CC)CC.CCCCCC.[CH2:30]([OH:33])[CH2:31][OH:32]. Product: [OH:32][CH2:31][CH2:30][O:33][C:2]1[N:3]2[N:14]=[CH:13][C:12]([C:15]#[N:16])=[C:4]2[N:5]=[C:6]2[C:11]=1[CH2:10][CH2:9][CH2:8][CH2:7]2. The catalyst class is: 25. (8) Reactant: [F:1][C:2]1[CH:3]=[C:4]([C:9]2(O)[CH2:14][CH2:13][O:12][CH2:11][CH2:10]2)[CH:5]=[C:6]([F:8])[CH:7]=1.CS(Cl)(=O)=O.C1CCN2C(=NCCC2)CC1. Product: [F:1][C:2]1[CH:3]=[C:4]([C:9]2[CH2:14][CH2:13][O:12][CH2:11][CH:10]=2)[CH:5]=[C:6]([F:8])[CH:7]=1. The catalyst class is: 2. (9) Reactant: [Br:1][C:2]1[CH:9]=[CH:8][C:5]([C:6]#[N:7])=[CH:4][C:3]=1[CH3:10].[H-].[Al+3].[Li+].[H-].[H-].[H-]. Product: [Br:1][C:2]1[CH:9]=[CH:8][C:5]([CH2:6][NH2:7])=[CH:4][C:3]=1[CH3:10]. The catalyst class is: 27. (10) Reactant: [F:1][C:2]([F:28])([F:27])[C:3]1[CH:4]=[C:5]([N:9]([C:13]2[CH:18]=[CH:17][C:16]([N+:19]([O-])=O)=[CH:15][C:14]=2[C:22]2[NH:26][N:25]=[N:24][N:23]=2)[C:10]([NH2:12])=[O:11])[CH:6]=[CH:7][CH:8]=1. Product: [F:28][C:2]([F:1])([F:27])[C:3]1[CH:4]=[C:5]([N:9]([C:13]2[CH:18]=[CH:17][C:16]([NH2:19])=[CH:15][C:14]=2[C:22]2[NH:26][N:25]=[N:24][N:23]=2)[C:10]([NH2:12])=[O:11])[CH:6]=[CH:7][CH:8]=1. The catalyst class is: 29.